This data is from Forward reaction prediction with 1.9M reactions from USPTO patents (1976-2016). The task is: Predict the product of the given reaction. (1) Given the reactants [Cl:1][C:2]1[CH:31]=[CH:30][C:5]([CH2:6][NH:7][C:8]([C:10]2[C:19](=[O:20])[C:18]3[C:13](=[C:14](I)[CH:15]=[C:16]([CH2:21][N:22]4[CH2:27][CH2:26][O:25][CH2:24][CH2:23]4)[CH:17]=3)[N:12]([CH3:29])[CH:11]=2)=[O:9])=[CH:4][CH:3]=1.[CH2:32]([OH:37])[CH2:33][CH2:34][C:35]#[CH:36].CN(C=O)C, predict the reaction product. The product is: [Cl:1][C:2]1[CH:31]=[CH:30][C:5]([CH2:6][NH:7][C:8]([C:10]2[C:19](=[O:20])[C:18]3[C:13](=[C:14]([C:36]#[C:35][CH2:34][CH2:33][CH2:32][OH:37])[CH:15]=[C:16]([CH2:21][N:22]4[CH2:27][CH2:26][O:25][CH2:24][CH2:23]4)[CH:17]=3)[N:12]([CH3:29])[CH:11]=2)=[O:9])=[CH:4][CH:3]=1. (2) Given the reactants CS(O[CH:6]([CH2:13][CH3:14])[CH2:7][C:8]1[CH:12]=[CH:11][S:10][CH:9]=1)(=O)=O.[OH-].[NH4+:16].N.CC(O)C, predict the reaction product. The product is: [S:10]1[CH:11]=[CH:12][C:8]([CH2:7][CH:6]([NH2:16])[CH2:13][CH3:14])=[CH:9]1. (3) Given the reactants [CH3:1][O:2][C:3]1[CH:4]=[C:5]2[O:9][C:8]([C:10]3[N:11]=[C:12]4[N:16]([CH:17]=3)[N:15]=[C:14]([O:18][CH3:19])[S:13]4)=[CH:7][C:6]2=[C:20]([OH:22])[CH:21]=1.C1(P(C2C=CC=CC=2)C2C=CC=CC=2)C=CC=CC=1.[C:42]1([C:48]2[S:49][CH:50]=[C:51]([CH2:53]O)[N:52]=2)[CH:47]=[CH:46][CH:45]=[CH:44][CH:43]=1.N(C(OC(C)C)=O)=NC(OC(C)C)=O, predict the reaction product. The product is: [CH3:19][O:18][C:14]1[S:13][C:12]2=[N:11][C:10]([C:8]3[O:9][C:5]4[CH:4]=[C:3]([O:2][CH3:1])[CH:21]=[C:20]([O:22][CH2:53][C:51]5[N:52]=[C:48]([C:42]6[CH:43]=[CH:44][CH:45]=[CH:46][CH:47]=6)[S:49][CH:50]=5)[C:6]=4[CH:7]=3)=[CH:17][N:16]2[N:15]=1. (4) Given the reactants [Cl:1][C:2]1[N:3]=[C:4]([N:11]2[CH2:16][CH2:15][O:14][CH2:13][CH2:12]2)[C:5]2[S:10][CH:9]=[CH:8][C:6]=2[N:7]=1.C([Li])CCC.[C:22]([N:29]1[CH2:34][CH2:33][C:32](=[O:35])[CH2:31][CH2:30]1)([O:24][C:25]([CH3:28])([CH3:27])[CH3:26])=[O:23], predict the reaction product. The product is: [C:25]([O:24][C:22]([N:29]1[CH2:34][CH2:33][C:32]([C:9]2[S:10][C:5]3[C:4]([N:11]4[CH2:16][CH2:15][O:14][CH2:13][CH2:12]4)=[N:3][C:2]([Cl:1])=[N:7][C:6]=3[CH:8]=2)([OH:35])[CH2:31][CH2:30]1)=[O:23])([CH3:28])([CH3:26])[CH3:27]. (5) Given the reactants [NH2:1][C:2]1[CH:7]=[CH:6][CH:5]=[CH:4][C:3]=1[NH:8][C:9](=[O:28])[C:10]1[CH:15]=[CH:14][C:13]([CH2:16][N:17]2[CH2:25][C:24]3[C:19](=[CH:20][CH:21]=[C:22](Br)[CH:23]=3)[C:18]2=[O:27])=[CH:12][CH:11]=1.[CH3:29][C:30]1[CH:31]=[C:32](B(O)O)[CH:33]=[C:34]([CH3:36])[CH:35]=1, predict the reaction product. The product is: [NH2:1][C:2]1[CH:7]=[CH:6][CH:5]=[CH:4][C:3]=1[NH:8][C:9](=[O:28])[C:10]1[CH:15]=[CH:14][C:13]([CH2:16][N:17]2[CH2:25][C:24]3[C:19](=[CH:20][CH:21]=[C:22]([C:32]4[CH:33]=[C:34]([CH3:36])[CH:35]=[C:30]([CH3:29])[CH:31]=4)[CH:23]=3)[C:18]2=[O:27])=[CH:12][CH:11]=1.